From a dataset of Reaction yield outcomes from USPTO patents with 853,638 reactions. Predict the reaction yield, written as a fraction of the theoretical maximum amount of product (1.0 means a 100% yield; for example, 0.34 means a 34% yield). (1) The reactants are CC1(C)[O:7][CH2:6][C:5]([NH:35]C(=O)OC(C)(C)C)([C:8]2[O:9][C:10]3[CH:16]=[CH:15][C:14]([C:17]4[N:21]=[C:20]([C:22]5[CH:27]=[CH:26][C:25]([O:28][CH2:29][CH2:30][CH3:31])=[C:24]([N+:32]([O-:34])=[O:33])[CH:23]=5)[O:19][N:18]=4)=[CH:13][C:11]=3[CH:12]=2)[CH2:4][O:3]1.ClC1C=C(C2ON=C(C3C=CC4OC(C5(NC(=O)OC(C)(C)C)COC(C)(C)OC5)=CC=4C=3)N=2)C=CC=1OCCC. No catalyst specified. The product is [NH2:35][C:5]([C:8]1[O:9][C:10]2[CH:16]=[CH:15][C:14]([C:17]3[N:21]=[C:20]([C:22]4[CH:27]=[CH:26][C:25]([O:28][CH2:29][CH2:30][CH3:31])=[C:24]([N+:32]([O-:34])=[O:33])[CH:23]=4)[O:19][N:18]=3)=[CH:13][C:11]=2[CH:12]=1)([CH2:4][OH:3])[CH2:6][OH:7]. The yield is 0.490. (2) The yield is 0.400. The reactants are [C:1]([C@H:5]1[CH2:10][CH2:9][C@H:8]([O:11][C:12]2[CH:13]=[C:14]3[C:19](=[CH:20][CH:21]=2)[CH:18]=[C:17](C=O)[CH:16]=[CH:15]3)[CH2:7][CH2:6]1)([CH3:4])([CH3:3])[CH3:2].[CH3:24][NH:25][CH2:26][C:27]([O:29][CH2:30][CH3:31])=[O:28].[BH3-][C:33]#N.[Na+]. The catalyst is C(O)C. The product is [C:1]([C@H:5]1[CH2:10][CH2:9][C@H:8]([O:11][C:12]2[CH:13]=[C:14]3[C:19](=[CH:20][CH:21]=2)[CH:18]=[C:17]([CH2:24][N:25]([CH3:33])[CH2:26][C:27]([O:29][CH2:30][CH3:31])=[O:28])[CH:16]=[CH:15]3)[CH2:7][CH2:6]1)([CH3:4])([CH3:2])[CH3:3]. (3) The reactants are [I:1][C:2]1[CH:3]=[C:4]([OH:8])[CH:5]=[CH:6][CH:7]=1.[C:9](Cl)(=[O:11])[CH3:10].C(=O)([O-])[O-].[K+].[K+]. The catalyst is CN(C)C=O. The product is [C:9]([O:8][C:4]1[CH:5]=[CH:6][CH:7]=[C:2]([I:1])[CH:3]=1)(=[O:11])[CH3:10]. The yield is 0.650. (4) The reactants are [Br:1][C:2]1[CH:3]=[CH:4][C:5](F)=[C:6]([NH2:8])[CH:7]=1.CCO[C:13]([S-:15])=[S:14].[K+].Cl. The catalyst is O. The product is [Br:1][C:2]1[CH:3]=[CH:4][C:5]2[S:14][C:13]([SH:15])=[N:8][C:6]=2[CH:7]=1. The yield is 0.950. (5) The reactants are Br[C:2]1[CH:3]=[C:4]2[C:9](=[CH:10][CH:11]=1)[C:8]([N+:12]([O-:14])=[O:13])=[C:7]([O:15][CH3:16])[CH:6]=[CH:5]2.[CH3:17][C:18]1(C)C(C)(C)OB(C=C)O1.[F-].[K+]. The catalyst is C1COCC1.O.CCOC(C)=O. The product is [CH3:16][O:15][C:7]1[CH:6]=[CH:5][C:4]2[C:9](=[CH:10][CH:11]=[C:2]([CH:17]=[CH2:18])[CH:3]=2)[C:8]=1[N+:12]([O-:14])=[O:13]. The yield is 0.890. (6) The reactants are [CH3:1][C:2]1[N:3]=[C:4]([NH2:8])[S:5][C:6]=1[CH3:7].[Br:9][CH2:10][CH2:11][OH:12]. No catalyst specified. The product is [BrH:9].[NH:8]=[C:4]1[N:3]([CH2:10][CH2:11][OH:12])[C:2]([CH3:1])=[C:6]([CH3:7])[S:5]1. The yield is 0.470.